Task: Predict the product of the given reaction.. Dataset: Forward reaction prediction with 1.9M reactions from USPTO patents (1976-2016) (1) Given the reactants [Cl:1][C:2]1[CH:3]=[C:4]([C@@H:12]([CH2:16][CH:17]2[CH2:21][CH2:20][CH2:19][CH2:18]2)[C:13]([OH:15])=O)[CH:5]=[CH:6][C:7]=1[S:8]([CH3:11])(=[O:10])=[O:9].C(Cl)(=O)C(Cl)=O.[CH3:28][O:29][CH2:30][CH2:31][NH:32][C:33]1[CH:38]=[N:37][C:36]([NH2:39])=[CH:35][N:34]=1.N1C(C)=CC=CC=1C, predict the reaction product. The product is: [Cl:1][C:2]1[CH:3]=[C:4]([C@@H:12]([CH2:16][CH:17]2[CH2:21][CH2:20][CH2:19][CH2:18]2)[C:13]([NH:39][C:36]2[CH:35]=[N:34][C:33]([NH:32][CH2:31][CH2:30][O:29][CH3:28])=[CH:38][N:37]=2)=[O:15])[CH:5]=[CH:6][C:7]=1[S:8]([CH3:11])(=[O:9])=[O:10]. (2) Given the reactants [N:1]([C@H:4]1[C@H:11]([OH:12])[C@@H:10]([CH2:13][OH:14])[O:9][CH:6]([O:7][CH3:8])[C@@H:5]1[O:15][CH2:16][C:17]1[CH:22]=[CH:21][CH:20]=[CH:19][CH:18]=1)=[N+:2]=[N-:3].[C:23](Cl)(=[O:30])[C:24]1[CH:29]=[CH:28][CH:27]=[CH:26][CH:25]=1.O, predict the reaction product. The product is: [N:1]([C@H:4]1[C@H:11]([OH:12])[C@@H:10]([CH2:13][O:14][C:23](=[O:30])[C:24]2[CH:29]=[CH:28][CH:27]=[CH:26][CH:25]=2)[O:9][CH:6]([O:7][CH3:8])[C@@H:5]1[O:15][CH2:16][C:17]1[CH:22]=[CH:21][CH:20]=[CH:19][CH:18]=1)=[N+:2]=[N-:3]. (3) Given the reactants IC1C=C2C(=CC=1)CN(C(O)=O)CC2.[C:15]([O:19][C:20]([N:22]1[CH2:31][CH2:30][C:29]2[C:24](=[CH:25][CH:26]=[C:27](I)[CH:28]=2)[CH2:23]1)=[O:21])([CH3:18])([CH3:17])[CH3:16].[O:33]1[CH2:35][CH2:34]1, predict the reaction product. The product is: [C:15]([O:19][C:20]([N:22]1[CH2:31][CH2:30][C:29]2[C:24](=[CH:25][CH:26]=[C:27]([CH2:35][CH2:34][OH:33])[CH:28]=2)[CH2:23]1)=[O:21])([CH3:18])([CH3:17])[CH3:16]. (4) Given the reactants Br[C:2]1[CH:7]=[CH:6][CH:5]=[C:4]([O:8][CH3:9])[N:3]=1.[Li]CCCC.[CH:15](=[O:17])[CH3:16], predict the reaction product. The product is: [CH3:9][O:8][C:4]1[N:3]=[C:2]([CH:15]([OH:17])[CH3:16])[CH:7]=[CH:6][CH:5]=1. (5) The product is: [Si:19]([O:10][CH2:9][C:5]1[C:4]([O:11][CH3:12])=[CH:3][C:2]([NH2:1])=[C:7]([Cl:8])[CH:6]=1)([C:22]([CH3:24])([CH3:14])[CH3:23])([CH3:21])[CH3:20]. Given the reactants [NH2:1][C:2]1[C:7]([Cl:8])=[CH:6][C:5]([CH2:9][OH:10])=[C:4]([O:11][CH3:12])[CH:3]=1.N1C=CN=[CH:14]1.Cl[Si:19]([CH:22]([CH3:24])[CH3:23])([CH3:21])[CH3:20], predict the reaction product. (6) The product is: [CH3:37][O:38][C:39]1[C:46]([O:47][CH3:48])=[C:45]([O:49][CH3:50])[CH:44]=[C:43]([CH3:51])[C:40]=1[CH:41]([C:33]1[C:28]([F:27])=[N:29][CH:30]=[C:31]([CH3:36])[C:32]=1[I:35])[OH:42]. Given the reactants C(NC(C)C)(C)C.FC1C(I)=CC(C)=CN=1.FC1C(I)=C([Li])C(C)=CN=1.[F:27][C:28]1[C:33]([Li])=[C:32]([I:35])[C:31]([CH3:36])=[CH:30][N:29]=1.[CH3:37][O:38][C:39]1[C:46]([O:47][CH3:48])=[C:45]([O:49][CH3:50])[CH:44]=[C:43]([CH3:51])[C:40]=1[CH:41]=[O:42], predict the reaction product. (7) Given the reactants O1CCCCC1[N:7]1[C:15]2[C:10](=[CH:11][C:12]([C:16]3[N:20]=[CH:19][N:18](C(C4C=CC=CC=4)(C4C=CC=CC=4)C4C=CC=CC=4)[N:17]=3)=[CH:13][CH:14]=2)[C:9]([C:40]2[CH:41]=[C:42]([NH2:46])[CH:43]=[CH:44][CH:45]=2)=[N:8]1.Cl[CH2:48][C:49](Cl)=[O:50].C(N(CC)C(C)C)(C)C.[NH:61]1[CH2:66][CH2:65][O:64][CH2:63][CH2:62]1, predict the reaction product. The product is: [NH:18]1[CH:19]=[N:20][C:16]([C:12]2[CH:11]=[C:10]3[C:15](=[CH:14][CH:13]=2)[NH:7][N:8]=[C:9]3[C:40]2[CH:41]=[C:42]([NH:46][C:49](=[O:50])[CH2:48][N:61]3[CH2:66][CH2:65][O:64][CH2:63][CH2:62]3)[CH:43]=[CH:44][CH:45]=2)=[N:17]1.